The task is: Predict the product of the given reaction.. This data is from Forward reaction prediction with 1.9M reactions from USPTO patents (1976-2016). (1) Given the reactants Br[CH2:2][CH3:3].[O:4]=[C:5]1[N:10]([C:11]2[CH:16]=[CH:15][CH:14]=[C:13]([C:17]([F:20])([F:19])[F:18])[CH:12]=2)[C:9]2[CH2:21][CH2:22][C:23](=[O:24])[C:8]=2[CH:7]([C:25]2[CH:32]=[CH:31][C:28]([C:29]#[N:30])=[CH:27][C:26]=2[S:33]([CH3:36])(=[O:35])=[O:34])[NH:6]1.C(=O)([O-])[O-].[Cs+].[Cs+], predict the reaction product. The product is: [CH2:2]([N:6]1[CH:7]([C:25]2[CH:32]=[CH:31][C:28]([C:29]#[N:30])=[CH:27][C:26]=2[S:33]([CH3:36])(=[O:34])=[O:35])[C:8]2[C:23](=[O:24])[CH2:22][CH2:21][C:9]=2[N:10]([C:11]2[CH:16]=[CH:15][CH:14]=[C:13]([C:17]([F:20])([F:18])[F:19])[CH:12]=2)[C:5]1=[O:4])[CH3:3]. (2) Given the reactants [Li]CCCC.C[Si]([NH:10][Si](C)(C)C)(C)C.[F:15][C:16]1[CH:23]=[CH:22][CH:21]=[C:20]([F:24])[C:17]=1[C:18]#[N:19].Cl, predict the reaction product. The product is: [F:15][C:16]1[CH:23]=[CH:22][CH:21]=[C:20]([F:24])[C:17]=1[C:18](=[NH:10])[NH2:19]. (3) Given the reactants [NH2:1][C:2]1([C:11]([OH:13])=[O:12])[CH2:10][C:9]2[C:4](=[CH:5][CH:6]=[CH:7][CH:8]=2)[CH2:3]1.[OH-].[Na+].Cl[C:17]([O:19][CH3:20])=[O:18], predict the reaction product. The product is: [CH3:20][O:19][C:17]([NH:1][C:2]1([C:11]([OH:13])=[O:12])[CH2:3][C:4]2[C:9](=[CH:8][CH:7]=[CH:6][CH:5]=2)[CH2:10]1)=[O:18]. (4) Given the reactants [Sn](Cl)(Cl)(Cl)Cl.O.O.O.O.O.O=[CH:12][C@@H]([C@H]([C@@H]([C@@H](CO)O)O)O)O.[OH-].[Na+].Cl.[C:26]([O-:31])(=[O:30])[CH:27]([CH3:29])[OH:28].[Na+].[C:33]([OH:38])(=[O:37])[CH:34]([CH3:36])[OH:35], predict the reaction product. The product is: [C:26]([OH:31])(=[O:30])[CH:27]([CH3:29])[OH:28].[C:33]([O:38][CH3:12])(=[O:37])[CH:34]([CH3:36])[OH:35]. (5) Given the reactants O[CH:2]([C:16]1[CH:21]=[CH:20][C:19]([S:22]([N:25]2[CH2:30][CH2:29][O:28][CH2:27][CH2:26]2)(=[O:24])=[O:23])=[CH:18][CH:17]=1)[C:3]1[C:11]2[C:10](=[O:12])[CH2:9][C:8]([CH3:14])([CH3:13])[CH2:7][C:6]=2[NH:5][C:4]=1[CH3:15].FC(F)(F)S(O[Si](C)(C)C)(=O)=O.C([SiH](CC)CC)C, predict the reaction product. The product is: [CH3:15][C:4]1[NH:5][C:6]2[CH2:7][C:8]([CH3:14])([CH3:13])[CH2:9][C:10](=[O:12])[C:11]=2[C:3]=1[CH2:2][C:16]1[CH:17]=[CH:18][C:19]([S:22]([N:25]2[CH2:26][CH2:27][O:28][CH2:29][CH2:30]2)(=[O:24])=[O:23])=[CH:20][CH:21]=1. (6) Given the reactants [F:1][C:2]1[CH:7]=[CH:6][C:5]([CH2:8][CH2:9][C@:10]([OH:18])([CH:15]([CH3:17])[CH3:16])[CH2:11][C:12]([OH:14])=[O:13])=[CH:4][CH:3]=1.Cl.C[C@@H](N)C1C=CC=CC=1.C(O)(C)C, predict the reaction product. The product is: [F:1][C:2]1[CH:3]=[CH:4][C:5]([CH2:8][CH2:9][C@@:10]([OH:18])([CH:15]([CH3:16])[CH3:17])[CH2:11][C:12]([OH:14])=[O:13])=[CH:6][CH:7]=1. (7) Given the reactants [CH2:1]([C:3]1[S:7][C:6]([C:8](=[O:10])[CH3:9])=[CH:5][C:4]=1[C:11]1[CH:16]=[CH:15][CH:14]=[CH:13][CH:12]=1)[CH3:2].[CH:17](=O)[C:18]1[CH:25]=[CH:24][C:21]([CH:22]=[O:23])=[CH:20][CH:19]=1, predict the reaction product. The product is: [CH2:1]([C:3]1[S:7][C:6]([C:8](=[O:10])[CH:9]=[CH:17][C:18]2[CH:25]=[CH:24][C:21]([CH:22]=[O:23])=[CH:20][CH:19]=2)=[CH:5][C:4]=1[C:11]1[CH:16]=[CH:15][CH:14]=[CH:13][CH:12]=1)[CH3:2].